This data is from Full USPTO retrosynthesis dataset with 1.9M reactions from patents (1976-2016). The task is: Predict the reactants needed to synthesize the given product. (1) Given the product [O:16]([C:17]1[C:21]([CH2:22][C:23]2[CH:28]=[CH:27][C:26](/[CH:29]=[CH:30]/[CH2:31][CH2:32][N:33]3[CH2:38][CH2:37][CH2:36][C:35]4([CH2:39][CH2:40][NH:41][CH2:42][CH2:43]4)[CH2:34]3)=[CH:25][C:24]=2[CH3:44])=[C:20]([CH:45]([CH3:47])[CH3:46])[NH:19][N:18]=1)[C@@H:15]1[O:48][C@H:49]([CH2:70][OH:71])[C@@H:50]([OH:61])[C@H:51]([OH:52])[C@H:14]1[OH:13], predict the reactants needed to synthesize it. The reactants are: [OH-].[Na+].Cl.Cl.C([O:13][C@@H:14]1[C@@H:51]([O:52]C(=O)C2C=CC=CC=2)[C@H:50]([O:61]C(=O)C2C=CC=CC=2)[C@@H:49]([CH2:70][O:71]C(=O)C2C=CC=CC=2)[O:48][C@H:15]1[O:16][C:17]1[C:21]([CH2:22][C:23]2[CH:28]=[CH:27][C:26](/[CH:29]=[CH:30]/[CH2:31][CH2:32][N:33]3[CH2:38][CH2:37][CH2:36][C:35]4([CH2:43][CH2:42][NH:41][CH2:40][CH2:39]4)[CH2:34]3)=[CH:25][C:24]=2[CH3:44])=[C:20]([CH:45]([CH3:47])[CH3:46])[NH:19][N:18]=1)(=O)C1C=CC=CC=1. (2) Given the product [NH2:27][C:10]1[N:9]=[CH:8][N:7]=[C:6]2[C:11]=1[N:12]=[C:13]([S:14][C:15]1[C:23]([N:24]([CH3:26])[CH3:25])=[CH:22][C:18]3[O:19][CH2:20][O:21][C:17]=3[CH:16]=1)[N:5]2[CH2:4][CH2:3][CH2:2][NH:1][C:38]([CH:35]1[CH2:37][CH2:36]1)=[O:39], predict the reactants needed to synthesize it. The reactants are: [NH2:1][CH2:2][CH2:3][CH2:4][N:5]1[C:13]([S:14][C:15]2[C:23]([N:24]([CH3:26])[CH3:25])=[CH:22][C:18]3[O:19][CH2:20][O:21][C:17]=3[CH:16]=2)=[N:12][C:11]2[C:6]1=[N:7][CH:8]=[N:9][C:10]=2[NH2:27].C(N(CC)CC)C.[CH:35]1([C:38](Cl)=[O:39])[CH2:37][CH2:36]1. (3) The reactants are: NC1N(CC)C=NC=1C(OCC)=O.[Cl:14]C1C=CC(N=C=S)=CC=1.ClC1C=CC(NC(NC2C=CC(Cl)=CC=2)=S)=CC=1.NC(N)=S.[Cl:46][C:47]1[CH:52]=[CH:51][C:50]([NH:53][C:54]([NH:56][C:57]2[N:61]([CH2:62][CH3:63])[CH:60]=[N:59][C:58]=2[C:64]([O:66]CC)=O)=[S:55])=[CH:49][CH:48]=1. Given the product [ClH:14].[Cl:46][C:47]1[CH:48]=[CH:49][C:50]([N:53]2[C:64](=[O:66])[C:58]3[N:59]=[CH:60][N:61]([CH2:62][CH3:63])[C:57]=3[NH:56][C:54]2=[S:55])=[CH:51][CH:52]=1, predict the reactants needed to synthesize it. (4) Given the product [Cl:14][CH2:15][C:16]([N:1]1[C:9]2[C:4](=[CH:5][CH:6]=[CH:7][CH:8]=2)[CH2:3][CH2:2]1)=[O:12], predict the reactants needed to synthesize it. The reactants are: [NH:1]1[C:9]2[C:4](=[CH:5][CH:6]=[CH:7][CH:8]=2)[CH2:3][CH2:2]1.C(Cl)(=[O:12])C.[Cl:14][CH2:15][CH2:16]Cl. (5) Given the product [Cl:25][C:22]1[CH:23]=[CH:24][C:19]([NH:18][S:14]([C:11]2[CH:12]=[CH:13][C:8]([C:2]3([CH3:1])[CH2:7][CH2:6][O:5][CH2:4][CH2:3]3)=[CH:9][CH:10]=2)(=[O:16])=[O:15])=[C:20]([C:26]([C:28]2[CH:29]=[CH:30][N:31]=[CH:32][CH:33]=2)=[O:27])[CH:21]=1, predict the reactants needed to synthesize it. The reactants are: [CH3:1][C:2]1([C:8]2[CH:13]=[CH:12][C:11]([S:14](Cl)(=[O:16])=[O:15])=[CH:10][CH:9]=2)[CH2:7][CH2:6][O:5][CH2:4][CH2:3]1.[NH2:18][C:19]1[CH:24]=[CH:23][C:22]([Cl:25])=[CH:21][C:20]=1[C:26]([C:28]1[CH:33]=[CH:32][N:31]=[CH:30][CH:29]=1)=[O:27].